Dataset: Catalyst prediction with 721,799 reactions and 888 catalyst types from USPTO. Task: Predict which catalyst facilitates the given reaction. (1) Reactant: C(N(CC)CC)C.FC(F)(F)S(OC1C(F)=CC=CC=1[C:21]1[CH:26]=[CH:25][C:24]([CH2:27][NH:28][C:29]([C:31]2([NH:34][C:35]([C:37]3[CH:38]=[N:39][CH:40]=[N:41][CH:42]=3)=[O:36])[CH2:33][CH2:32]2)=[O:30])=[C:23]([F:43])[CH:22]=1)(=O)=O.[Cl-].[Br:47]C1C=CC(C[NH3+])=C(F)C=1.C(Cl)CCl.C1C=NC2N(O)N=NC=2C=1. Product: [Br:47][C:21]1[CH:26]=[CH:25][C:24]([CH2:27][NH:28][C:29]([C:31]2([NH:34][C:35]([C:37]3[CH:38]=[N:39][CH:40]=[N:41][CH:42]=3)=[O:36])[CH2:33][CH2:32]2)=[O:30])=[C:23]([F:43])[CH:22]=1. The catalyst class is: 34. (2) Reactant: C(N(CC)CC)C.Cl.[CH3:9][N:10]1[CH2:15][CH2:14][N:13]([C:16]2[CH:21]=[C:20]([C:22]3[CH:31]=[C:30]4[C:25]([CH2:26][CH2:27][NH:28][CH2:29]4)=[CH:24][CH:23]=3)[N:19]=[C:18]([NH2:32])[N:17]=2)[CH2:12][CH2:11]1.[C:33]([O:37][C:38]([N:40]1[CH2:45][CH2:44][CH:43]([CH2:46][C:47](O)=[O:48])[CH2:42][CH2:41]1)=[O:39])([CH3:36])([CH3:35])[CH3:34].F[P-](F)(F)(F)(F)F.N1(O[P+](N(C)C)(N(C)C)N(C)C)C2C=CC=CC=2N=N1. Product: [NH2:32][C:18]1[N:19]=[C:20]([C:22]2[CH:31]=[C:30]3[C:25]([CH2:26][CH2:27][N:28]([C:47](=[O:48])[CH2:46][CH:43]4[CH2:44][CH2:45][N:40]([C:38]([O:37][C:33]([CH3:35])([CH3:34])[CH3:36])=[O:39])[CH2:41][CH2:42]4)[CH2:29]3)=[CH:24][CH:23]=2)[CH:21]=[C:16]([N:13]2[CH2:12][CH2:11][N:10]([CH3:9])[CH2:15][CH2:14]2)[N:17]=1. The catalyst class is: 35. (3) Reactant: C(N(CC)CC)C.[C:8]([NH:15][CH2:16][C:17]1[CH:22]=[CH:21][CH:20]=[C:19]([CH2:23][NH2:24])[CH:18]=1)([O:10][C:11]([CH3:14])([CH3:13])[CH3:12])=[O:9].[Cl:25][C:26]1[C:35]([N+:36]([O-:38])=[O:37])=[C:34](Cl)[C:33]2[C:28](=[CH:29][CH:30]=[CH:31][CH:32]=2)[N:27]=1.O. Product: [Cl:25][C:26]1[C:35]([N+:36]([O-:38])=[O:37])=[C:34]([NH:24][CH2:23][C:19]2[CH:18]=[C:17]([CH:22]=[CH:21][CH:20]=2)[CH2:16][NH:15][C:8](=[O:9])[O:10][C:11]([CH3:14])([CH3:13])[CH3:12])[C:33]2[C:28](=[CH:29][CH:30]=[CH:31][CH:32]=2)[N:27]=1. The catalyst class is: 3. (4) Reactant: C1(P(C2CCCCC2)C2C=CC=CC=2C2C=CC=CC=2)CCCCC1.CN(C)[C:28](=[O:30])C.Br[C:33]1[C:34]([NH:40][C:41]2[CH:46]=[CH:45][C:44]([O:47][CH3:48])=[CH:43][C:42]=2OC)=[N:35][CH:36]=[C:37]([CH3:39])[CH:38]=1.C1CCN2C(=NCCC2)CC1. Product: [CH3:48][O:47][C:44]1[CH:45]=[C:46]2[C:41](=[CH:42][C:43]=1[O:30][CH3:28])[NH:40][C:34]1[N:35]=[CH:36][C:37]([CH3:39])=[CH:38][C:33]2=1. The catalyst class is: 713. (5) Reactant: [CH3:1][C:2]1([CH3:20])[C:6]([CH3:8])([CH3:7])[O:5][B:4]([C:9]2[CH:14]=[CH:13][C:12]([C:15]3[CH:16]=[N:17][NH:18][CH:19]=3)=[CH:11][CH:10]=2)[O:3]1.C(=O)([O-])[O-].[K+].[K+].I[CH2:28][CH3:29]. Product: [CH2:28]([N:18]1[CH:19]=[C:15]([C:12]2[CH:11]=[CH:10][C:9]([B:4]3[O:5][C:6]([CH3:7])([CH3:8])[C:2]([CH3:20])([CH3:1])[O:3]3)=[CH:14][CH:13]=2)[CH:16]=[N:17]1)[CH3:29]. The catalyst class is: 3.